Dataset: Forward reaction prediction with 1.9M reactions from USPTO patents (1976-2016). Task: Predict the product of the given reaction. (1) The product is: [Cl:5][C:6]1[CH:7]=[CH:8][C:9]([C:10]([NH:12][C:13]([C:14]([O:16][CH2:17][CH3:18])=[O:15])([CH2:27][C:28]2[C:37]3[C:32](=[CH:33][CH:34]=[CH:35][CH:36]=3)[NH:31][C:30](=[O:38])[CH:29]=2)[C:19]([O:21][CH2:22][CH3:23])=[O:20])=[O:11])=[CH:24][CH:25]=1. Given the reactants [O-]CC.[Na+].[Cl:5][C:6]1[CH:25]=[CH:24][C:9]([C:10]([NH:12][CH:13]([C:19]([O:21][CH2:22][CH3:23])=[O:20])[C:14]([O:16][CH2:17][CH3:18])=[O:15])=[O:11])=[CH:8][CH:7]=1.Br[CH2:27][C:28]1[C:37]2[C:32](=[CH:33][CH:34]=[CH:35][CH:36]=2)[NH:31][C:30](=[O:38])[CH:29]=1, predict the reaction product. (2) Given the reactants [CH2:1]([O:3][C:4]([N:6]1[C:14]2[C:9](=[CH:10][C:11]([C:15]3[N:16]=[C:17]([C:21]4[CH:26]=[CH:25][CH:24]=[CH:23][N:22]=4)[S:18][C:19]=3[CH3:20])=[CH:12][CH:13]=2)[CH2:8][C:7]1=[O:27])=[O:5])[CH3:2].CCN(C(C)C)C(C)C.[O:37](S(C(F)(F)F)(=O)=O)[S:38]([C:41]([F:44])([F:43])[F:42])(=O)=[O:39], predict the reaction product. The product is: [CH2:1]([O:3][C:4]([N:6]1[C:14]2[C:9](=[CH:10][C:11]([C:15]3[N:16]=[C:17]([C:21]4[CH:26]=[CH:25][CH:24]=[CH:23][N:22]=4)[S:18][C:19]=3[CH3:20])=[CH:12][CH:13]=2)[CH:8]=[C:7]1[O:27][S:38]([C:41]([F:44])([F:43])[F:42])(=[O:39])=[O:37])=[O:5])[CH3:2]. (3) Given the reactants [N:1]1[CH:6]=[CH:5][CH:4]=[CH:3][C:2]=1[CH2:7][O:8][C:9]1[CH:18]=[C:17]([C:19]2[CH:20]=[C:21]([C:25](O)=[O:26])[CH:22]=[N:23][CH:24]=2)[C:16]2[CH2:15][CH2:14][CH2:13][CH2:12][C:11]=2[N:10]=1.[CH:28]1([CH2:31][NH2:32])[CH2:30][CH2:29]1.CN(C(ON1N=NC2C=CC=NC1=2)=[N+](C)C)C.F[P-](F)(F)(F)(F)F.CCN(C(C)C)C(C)C, predict the reaction product. The product is: [CH:28]1([CH2:31][NH:32][C:25]([C:21]2[CH:22]=[N:23][CH:24]=[C:19]([C:17]3[C:16]4[CH2:15][CH2:14][CH2:13][CH2:12][C:11]=4[N:10]=[C:9]([O:8][CH2:7][C:2]4[CH:3]=[CH:4][CH:5]=[CH:6][N:1]=4)[CH:18]=3)[CH:20]=2)=[O:26])[CH2:30][CH2:29]1. (4) Given the reactants O.[NH2:2][NH2:3].[CH2:4]([O:6][C:7](=[O:21])[C:8](=O)[CH2:9][C:10](=O)[CH2:11][O:12][C:13]1[CH:18]=[CH:17][CH:16]=[CH:15][CH:14]=1)[CH3:5], predict the reaction product. The product is: [O:12]([CH2:11][C:10]1[CH:9]=[C:8]([C:7]([O:6][CH2:4][CH3:5])=[O:21])[NH:3][N:2]=1)[C:13]1[CH:18]=[CH:17][CH:16]=[CH:15][CH:14]=1. (5) Given the reactants C(N(C(C)C)C)(C)C.[C:9](Cl)(=[O:12])[CH:10]=[CH2:11].[CH3:14][C@H:15]1[CH2:20][C@@H:19]([OH:21])[C@H:18]([CH:22]([CH3:24])[CH3:23])[CH2:17][CH2:16]1, predict the reaction product. The product is: [C:9]([O:21][C@H:19]1[CH2:20][C@@H:15]([CH3:14])[CH2:16][CH2:17][C@@H:18]1[CH:22]([CH3:24])[CH3:23])(=[O:12])[CH:10]=[CH2:11]. (6) Given the reactants [Cl:1][C:2]1[CH:3]=[CH:4][C:5]([OH:8])=[N:6][CH:7]=1.[Br:9]Br.O, predict the reaction product. The product is: [Br:9][C:4]1[C:5]([OH:8])=[N:6][CH:7]=[C:2]([Cl:1])[CH:3]=1. (7) Given the reactants [F:1][C:2]1[CH:3]=[CH:4][C:5]2=[C:6]([CH:35]=1)[O:7][CH2:8][C:9]1[C:33]([F:34])=[CH:32][CH:31]=[CH:30][C:10]=1/[C:11]/2=[CH:12]\[C:13]1[CH:18]=[CH:17][C:16]([NH:19][N:20]2[CH2:25][CH2:24][N:23]([CH3:26])[CH2:22][CH2:21]2)=[C:15]([N+:27]([O-])=O)[CH:14]=1.C(N(CC)CC)C.N1C=CC=CC=1.C1C=CC(O[C:56](OC2C=CC=CC=2)=[N:57][C:58]#[N:59])=CC=1, predict the reaction product. The product is: [F:1][C:2]1[CH:3]=[CH:4][C:5]2=[C:6]([CH:35]=1)[O:7][CH2:8][C:9]1[C:33]([F:34])=[CH:32][CH:31]=[CH:30][C:10]=1/[C:11]/2=[CH:12]\[C:13]1[CH:18]=[CH:17][C:16]2[N:19]([N:20]3[CH2:25][CH2:24][N:23]([CH3:26])[CH2:22][CH2:21]3)/[C:56](=[N:57]/[C:58]#[N:59])/[NH:27][C:15]=2[CH:14]=1.